Dataset: Reaction yield outcomes from USPTO patents with 853,638 reactions. Task: Predict the reaction yield, written as a fraction of the theoretical maximum amount of product (1.0 means a 100% yield; for example, 0.34 means a 34% yield). (1) The reactants are [N:1]([CH2:4][C:5]1[CH:13]=[CH:12][CH:11]=[CH:10][C:6]=1[C:7](Cl)=[O:8])=[N+:2]=[N-:3].[N+:14]([C:17]1[CH:22]=[CH:21][C:20]([OH:23])=[CH:19][CH:18]=1)([O-:16])=[O:15]. The yield is 0.550. The catalyst is CN(C1C=CN=CC=1)C.ClCCl. The product is [N:1]([CH2:4][C:5]1[CH:13]=[CH:12][CH:11]=[CH:10][C:6]=1[C:7]([O:23][C:20]1[CH:21]=[CH:22][C:17]([N+:14]([O-:16])=[O:15])=[CH:18][CH:19]=1)=[O:8])=[N+:2]=[N-:3]. (2) The reactants are [CH3:1][O:2][C:3]([C:5]1([CH2:11]I)[CH2:10][CH2:9][O:8][CH2:7][CH2:6]1)=[O:4].[C:13]([O-:16])(=[S:15])[CH3:14].[K+]. The catalyst is CN(C)C=O.O. The product is [CH3:1][O:2][C:3]([C:5]1([CH2:11][S:15][C:13](=[O:16])[CH3:14])[CH2:10][CH2:9][O:8][CH2:7][CH2:6]1)=[O:4]. The yield is 0.970.